The task is: Predict the reaction yield, written as a fraction of the theoretical maximum amount of product (1.0 means a 100% yield; for example, 0.34 means a 34% yield).. This data is from Reaction yield outcomes from USPTO patents with 853,638 reactions. (1) The reactants are C1(C)C=CC(S(O[CH:11]([CH2:13]/[CH:14]=[CH:15]/[C:16]2[CH:17]=[N:18][CH:19]=[CH:20][CH:21]=2)[CH3:12])(=O)=O)=CC=1.[CH3:23][NH2:24]. The catalyst is C(O)C. The product is [CH3:23][NH:24][CH:11]([CH2:13]/[CH:14]=[CH:15]/[C:16]1[CH:17]=[N:18][CH:19]=[CH:20][CH:21]=1)[CH3:12]. The yield is 0.516. (2) The reactants are [Br:1][C:2]1[CH:13]=[N:12][C:5]2[NH:6][C:7](=O)[CH2:8][O:9][CH2:10][C:4]=2[CH:3]=1. The catalyst is C1COCC1. The product is [Br:1][C:2]1[CH:13]=[N:12][C:5]2[NH:6][CH2:7][CH2:8][O:9][CH2:10][C:4]=2[CH:3]=1. The yield is 0.380. (3) The reactants are O=C1N(P(Cl)(N2CCOC2=O)=O)CCO1.[CH3:16][C@@H:17]([C:21]1[CH:26]=[C:25]([C:27]([F:30])([F:29])[F:28])[CH:24]=[C:23]([C:31]([F:34])([F:33])[F:32])[CH:22]=1)[C:18](O)=[O:19].N1C=CC=CC=1.Cl.[O:42]=[C:43]1[CH2:48][CH2:47][C:46]([NH2:55])([C:49]2[CH:54]=[CH:53][CH:52]=[CH:51][CH:50]=2)[CH2:45][CH2:44]1. The catalyst is ClCCl. The product is [CH3:16][C@@H:17]([C:21]1[CH:22]=[C:23]([C:31]([F:32])([F:34])[F:33])[CH:24]=[C:25]([C:27]([F:29])([F:30])[F:28])[CH:26]=1)[C:18]([NH:55][C:46]1([C:49]2[CH:54]=[CH:53][CH:52]=[CH:51][CH:50]=2)[CH2:45][CH2:44][C:43](=[O:42])[CH2:48][CH2:47]1)=[O:19]. The yield is 0.370. (4) The reactants are CO[C:3](=[O:26])[C:4]1[CH:9]=[CH:8][C:7]([O:10][CH2:11][C:12]2[C:13]([C:18]3[CH:23]=[CH:22][CH:21]=[C:20]([F:24])[C:19]=3[F:25])=[N:14][O:15][C:16]=2[CH3:17])=[N:6][CH:5]=1.[NH2:27][CH:28]1[CH2:33][CH2:32][O:31][CH2:30][CH2:29]1. No catalyst specified. The product is [F:25][C:19]1[C:20]([F:24])=[CH:21][CH:22]=[CH:23][C:18]=1[C:13]1[C:12]([CH2:11][O:10][C:7]2[CH:8]=[CH:9][C:4]([C:3]([NH:27][CH:28]3[CH2:33][CH2:32][O:31][CH2:30][CH2:29]3)=[O:26])=[CH:5][N:6]=2)=[C:16]([CH3:17])[O:15][N:14]=1. The yield is 0.800. (5) The reactants are [CH:1]1([CH:6]([NH:17][C:18]2[CH:27]=[CH:26][C:21]([C:22]([O:24]C)=[O:23])=[CH:20][CH:19]=2)[C:7]2[S:8][C:9]3[CH:16]=[CH:15][CH:14]=[CH:13][C:10]=3[C:11]=2[CH3:12])[CH2:5][CH2:4][CH2:3][CH2:2]1.O1CCCC1.[OH-].[Na+]. The catalyst is C(O)C. The product is [CH:1]1([CH:6]([NH:17][C:18]2[CH:27]=[CH:26][C:21]([C:22]([OH:24])=[O:23])=[CH:20][CH:19]=2)[C:7]2[S:8][C:9]3[CH:16]=[CH:15][CH:14]=[CH:13][C:10]=3[C:11]=2[CH3:12])[CH2:5][CH2:4][CH2:3][CH2:2]1. The yield is 0.950.